Dataset: Full USPTO retrosynthesis dataset with 1.9M reactions from patents (1976-2016). Task: Predict the reactants needed to synthesize the given product. (1) Given the product [OH:30][C:25]1[C:24]([CH2:33][OH:32])=[C:23]([CH2:22][NH:21][C:17]2[CH:16]=[C:15]([C:10]3[C:9]([S:6]([NH2:5])(=[O:8])=[O:7])=[CH:14][CH:13]=[CH:12][CH:11]=3)[CH:20]=[CH:19][CH:18]=2)[CH:28]=[N:27][C:26]=1[CH3:29], predict the reactants needed to synthesize it. The reactants are: C([NH:5][S:6]([C:9]1[C:10]([C:15]2[CH:20]=[CH:19][CH:18]=[C:17]([NH:21][CH2:22][C:23]3[CH:28]=[N:27][C:26]([CH3:29])=[C:25]4[O:30]C(C)(C)[O:32][CH2:33][C:24]=34)[CH:16]=2)=[CH:11][CH:12]=[CH:13][CH:14]=1)(=[O:8])=[O:7])(C)(C)C.Cl. (2) Given the product [Cl:1][C:2]1[C:3]([O:17][CH2:19][CH3:20])=[C:4]([C:13]([O:15][CH3:16])=[O:14])[C:5]2[O:9][C:8]([CH2:10][CH3:11])=[CH:7][C:6]=2[CH:12]=1, predict the reactants needed to synthesize it. The reactants are: [Cl:1][C:2]1[C:3]([OH:17])=[C:4]([C:13]([O:15][CH3:16])=[O:14])[C:5]2[O:9][C:8]([CH2:10][CH3:11])=[CH:7][C:6]=2[CH:12]=1.Br[CH2:19][CH3:20].C([O-])([O-])=O.[Cs+].[Cs+]. (3) The reactants are: C(=O)([O:6][CH2:7][C:8]1[S:9][C:10]2[CH:16]=[CH:15][C:14](N)=[CH:13][C:11]=2[N:12]=1)OCC=C.N([O-])=O.[Na+].[S:23]([O-:26])([O-])=[O:24].[Na+].[Na+].S(Cl)(Cl)(=O)=O.C(=O)(O)[O-].[Na+].[F:39][C:40]([F:49])([F:48])[C:41]1[CH:47]=[CH:46][C:44]([NH2:45])=[CH:43][CH:42]=1. Given the product [OH:6][CH2:7][C:8]1[S:9][C:10]2[CH:16]=[CH:15][C:14]([S:23]([NH:45][C:44]3[CH:46]=[CH:47][C:41]([C:40]([F:39])([F:48])[F:49])=[CH:42][CH:43]=3)(=[O:26])=[O:24])=[CH:13][C:11]=2[N:12]=1, predict the reactants needed to synthesize it. (4) The reactants are: [NH2:1][C:2]1[N:7]=[C:6](Br)[C:5]([C:9]#[N:10])=[C:4]([S:11][CH3:12])[N:3]=1.[CH3:13][C:14]1[CH:18]=[C:17]([CH3:19])[NH:16][N:15]=1.C(=O)([O-])[O-].[Cs+].[Cs+]. Given the product [NH2:1][C:2]1[N:7]=[C:6]([N:15]2[C:14]([CH3:13])=[CH:18][C:17]([CH3:19])=[N:16]2)[C:5]([C:9]#[N:10])=[C:4]([S:11][CH3:12])[N:3]=1, predict the reactants needed to synthesize it. (5) Given the product [N:1]([CH:4]1[CH2:13][CH2:12][C:11]2[CH:10]=[C:9]([C:14](=[N:18][OH:19])[NH2:15])[CH:8]=[CH:7][C:6]=2[CH:5]1[OH:16])=[N+:2]=[N-:3], predict the reactants needed to synthesize it. The reactants are: [N:1]([CH:4]1[CH2:13][CH2:12][C:11]2[CH:10]=[C:9]([C:14]#[N:15])[CH:8]=[CH:7][C:6]=2[CH:5]1[OH:16])=[N+:2]=[N-:3].Cl.[NH2:18][OH:19].C(=O)(O)[O-].[Na+].CCOC(C)=O. (6) The reactants are: [Cl:1][C:2]1[C:10]2[N:9]=[C:8]3[N:11]([C:16]4[N:21]=[CH:20][C:19]([C:22]#[N:23])=[CH:18][C:17]=4[CH3:24])[CH2:12][CH2:13][CH2:14][CH2:15][N:7]3[C:6]=2[C:5]([CH:25]([CH2:28][CH3:29])[CH2:26][CH3:27])=[CH:4][CH:3]=1.[OH-:30].[K+].O. Given the product [Cl:1][C:2]1[C:10]2[N:9]=[C:8]3[N:11]([C:16]4[N:21]=[CH:20][C:19]([C:22]([NH2:23])=[O:30])=[CH:18][C:17]=4[CH3:24])[CH2:12][CH2:13][CH2:14][CH2:15][N:7]3[C:6]=2[C:5]([CH:25]([CH2:28][CH3:29])[CH2:26][CH3:27])=[CH:4][CH:3]=1, predict the reactants needed to synthesize it. (7) Given the product [CH:3]([O:6][C:7]([N:9]1[C:18]2[C:13](=[CH:14][C:15]([C:19]([F:22])([F:21])[F:20])=[CH:16][CH:17]=2)[C@H:12]([N:23]([C:24]2[N:25]=[N:26][N:27]([CH2:29][CH2:30][NH2:31])[N:28]=2)[CH2:42][C:43]2[CH:44]=[C:45]([C:53]([F:54])([F:55])[F:56])[CH:46]=[C:47]([C:49]([F:51])([F:50])[F:52])[CH:48]=2)[CH2:11][C@@H:10]1[CH:57]1[CH2:58][CH2:59]1)=[O:8])([CH3:5])[CH3:4], predict the reactants needed to synthesize it. The reactants are: CN.[CH:3]([O:6][C:7]([N:9]1[C:18]2[C:13](=[CH:14][C:15]([C:19]([F:22])([F:21])[F:20])=[CH:16][CH:17]=2)[C@H:12]([N:23]([CH2:42][C:43]2[CH:48]=[C:47]([C:49]([F:52])([F:51])[F:50])[CH:46]=[C:45]([C:53]([F:56])([F:55])[F:54])[CH:44]=2)[C:24]2[N:25]=[N:26][N:27]([CH2:29][CH2:30][N:31]3C(=O)C4C(=CC=CC=4)C3=O)[N:28]=2)[CH2:11][C@@H:10]1[CH:57]1[CH2:59][CH2:58]1)=[O:8])([CH3:5])[CH3:4].